From a dataset of NCI-60 drug combinations with 297,098 pairs across 59 cell lines. Regression. Given two drug SMILES strings and cell line genomic features, predict the synergy score measuring deviation from expected non-interaction effect. (1) Drug 1: C1=NC2=C(N=C(N=C2N1C3C(C(C(O3)CO)O)F)Cl)N. Drug 2: C1=CN(C=N1)CC(O)(P(=O)(O)O)P(=O)(O)O. Cell line: SK-OV-3. Synergy scores: CSS=19.3, Synergy_ZIP=-5.17, Synergy_Bliss=0.215, Synergy_Loewe=-11.2, Synergy_HSA=-0.796. (2) Drug 1: CC1=C(C=C(C=C1)NC2=NC=CC(=N2)N(C)C3=CC4=NN(C(=C4C=C3)C)C)S(=O)(=O)N.Cl. Drug 2: COC1=NC(=NC2=C1N=CN2C3C(C(C(O3)CO)O)O)N. Cell line: NCIH23. Synergy scores: CSS=0.337, Synergy_ZIP=0.124, Synergy_Bliss=-0.775, Synergy_Loewe=-0.783, Synergy_HSA=-1.44.